Dataset: NCI-60 drug combinations with 297,098 pairs across 59 cell lines. Task: Regression. Given two drug SMILES strings and cell line genomic features, predict the synergy score measuring deviation from expected non-interaction effect. (1) Drug 1: CN1C(=O)N2C=NC(=C2N=N1)C(=O)N. Drug 2: CC=C1C(=O)NC(C(=O)OC2CC(=O)NC(C(=O)NC(CSSCCC=C2)C(=O)N1)C(C)C)C(C)C. Cell line: SK-MEL-5. Synergy scores: CSS=62.8, Synergy_ZIP=0.121, Synergy_Bliss=-2.58, Synergy_Loewe=-68.9, Synergy_HSA=-5.15. (2) Drug 1: C1CN1C2=NC(=NC(=N2)N3CC3)N4CC4. Drug 2: CCC1(CC2CC(C3=C(CCN(C2)C1)C4=CC=CC=C4N3)(C5=C(C=C6C(=C5)C78CCN9C7C(C=CC9)(C(C(C8N6C)(C(=O)OC)O)OC(=O)C)CC)OC)C(=O)OC)O.OS(=O)(=O)O. Cell line: BT-549. Synergy scores: CSS=24.6, Synergy_ZIP=1.79, Synergy_Bliss=2.36, Synergy_Loewe=1.37, Synergy_HSA=1.55. (3) Synergy scores: CSS=3.78, Synergy_ZIP=2.53, Synergy_Bliss=5.39, Synergy_Loewe=4.15, Synergy_HSA=4.80. Cell line: EKVX. Drug 2: CC1=CC2C(CCC3(C2CCC3(C(=O)C)OC(=O)C)C)C4(C1=CC(=O)CC4)C. Drug 1: CC1=C(C=C(C=C1)NC2=NC=CC(=N2)N(C)C3=CC4=NN(C(=C4C=C3)C)C)S(=O)(=O)N.Cl. (4) Drug 1: CC1=C(C=C(C=C1)NC(=O)C2=CC=C(C=C2)CN3CCN(CC3)C)NC4=NC=CC(=N4)C5=CN=CC=C5. Drug 2: CC=C1C(=O)NC(C(=O)OC2CC(=O)NC(C(=O)NC(CSSCCC=C2)C(=O)N1)C(C)C)C(C)C. Cell line: NCI-H460. Synergy scores: CSS=29.8, Synergy_ZIP=3.74, Synergy_Bliss=2.99, Synergy_Loewe=-41.4, Synergy_HSA=0.509.